Dataset: Full USPTO retrosynthesis dataset with 1.9M reactions from patents (1976-2016). Task: Predict the reactants needed to synthesize the given product. Given the product [Si:27]([O:34][CH2:35][C:36]1[CH:37]=[C:38]2[C:42](=[CH:43][CH:44]=1)[N:41]([C:45]([O:47][C:48]([CH3:51])([CH3:50])[CH3:49])=[O:46])[CH:40]=[CH:39]2)([C:30]([CH3:33])([CH3:32])[CH3:31])([CH3:29])[CH3:28].[Si:27]([O:34][CH2:35][C:36]1[CH:37]=[C:38]2[C:42](=[CH:43][CH:44]=1)[NH:41][CH:40]=[CH:39]2)([C:30]([CH3:33])([CH3:32])[CH3:31])([CH3:29])[CH3:28], predict the reactants needed to synthesize it. The reactants are: N1C2C(=CC(CO)=CC=2)C=C1.[Si](Cl)(C(C)(C)C)(C)C.C(N(CC)CC)C.[Si:27]([O:34][CH2:35][C:36]1[CH:37]=[C:38]2[C:42](=[CH:43][CH:44]=1)[NH:41][CH:40]=[CH:39]2)([C:30]([CH3:33])([CH3:32])[CH3:31])([CH3:29])[CH3:28].[C:45](O[C:45]([O:47][C:48]([CH3:51])([CH3:50])[CH3:49])=[O:46])([O:47][C:48]([CH3:51])([CH3:50])[CH3:49])=[O:46].